From a dataset of Reaction yield outcomes from USPTO patents with 853,638 reactions. Predict the reaction yield, written as a fraction of the theoretical maximum amount of product (1.0 means a 100% yield; for example, 0.34 means a 34% yield). (1) The product is [F:1][C:2]1[N:10]=[C:9]2[C:5]([NH:6][CH:7]=[N:8]2)=[C:4]([S:27][C:21]2[CH:26]=[CH:25][CH:24]=[CH:23][CH:22]=2)[N:3]=1. The yield is 0.830. The catalyst is CO. The reactants are [F:1][C:2]1[N:10]=[C:9]2[C:5]([NH:6][CH:7]=[N:8]2)=[C:4](Cl)[N:3]=1.C(N(C(C)C)CC)(C)C.[C:21]1([SH:27])[CH:26]=[CH:25][CH:24]=[CH:23][CH:22]=1. (2) The reactants are N[C:2]1[CH:7]=[CH:6][CH:5]=[CH:4][C:3]=1[S:8]([NH:11][C:12]1[CH:13]=[CH:14][C:15]([C:22]([F:25])([F:24])[F:23])=[C:16]2[C:21]=1[N:20]=[CH:19][CH:18]=[CH:17]2)(=[O:10])=[O:9].CC(O)=O. The catalyst is C1COCC1. The product is [F:25][C:22]([F:24])([F:23])[C:15]1[CH:14]=[C:13]2[C:12](=[C:21]3[C:16]=1[CH:17]=[CH:18][CH:19]=[N:20]3)[NH:11][S:8](=[O:10])(=[O:9])[C:3]1[C:2]2=[CH:7][CH:6]=[CH:5][CH:4]=1. The yield is 0.120. (3) The reactants are [CH2:1]([CH2:15][C:16]([NH:18][CH2:19][CH2:20][CH:21]([S:23][C:24](=[S:40])[CH2:25][CH2:26][CH2:27][CH2:28][CH2:29][CH2:30][CH2:31][CH2:32][CH2:33][CH2:34][CH2:35][CH2:36][CH2:37][CH2:38][CH3:39])[OH:22])=[S:17])[CH2:2][CH2:3][CH2:4][CH2:5][CH2:6][CH2:7][CH2:8][CH2:9][CH2:10][CH2:11][CH2:12][CH2:13][CH3:14].C1(N=C=N[CH:50]2[CH2:55][CH2:54][CH2:53][CH2:52][CH2:51]2)CCCCC1.CN([C:59]1[CH:64]=[CH:63][CH:62]=[CH:61]N=1)C.[CH2:65]([CH2:79][C:80](O)=[S:81])[CH2:66][CH2:67][CH2:68][CH2:69][CH2:70][CH2:71][CH2:72][CH2:73][CH2:74][CH2:75][CH2:76][CH2:77]C.O1C[CH2:86][CH2:85][CH2:84]1. No catalyst specified. The product is [CH2:1]([CH2:15][C:16]([NH:18][CH2:19][CH2:20][C:21]([O:22][S:81][CH2:80][CH2:79][CH2:65][CH2:66][CH2:67][CH2:68][CH2:69][CH2:70][CH2:71][CH2:72][CH2:73][CH2:74][CH2:75][CH2:76][CH3:77])([S:23][C:24](=[S:40])[CH2:25][CH2:26][CH2:27][CH2:28][CH2:29][CH2:30][CH2:31][CH2:32][CH2:33][CH2:34][CH2:35][CH2:36][CH2:37][CH2:38][CH3:39])[CH2:59][CH2:64][CH2:63][CH2:62][CH2:61][CH2:84][CH2:85][CH2:86][CH2:51][CH2:52][CH2:53][CH2:54][CH2:55][CH3:50])=[S:17])[CH2:2][CH2:3][CH2:4][CH2:5][CH2:6][CH2:7][CH2:8][CH2:9][CH2:10][CH2:11][CH2:12][CH2:13][CH3:14]. The yield is 0.170. (4) The reactants are [C:1]1([NH:7][C:8]([C:10]2[NH:11][C:12]3[C:17]([C:18]=2[C:19]2[CH:24]=[CH:23][CH:22]=[CH:21][CH:20]=2)=[CH:16][C:15]([NH2:25])=[CH:14][CH:13]=3)=[O:9])[CH:6]=[CH:5][CH:4]=[CH:3][CH:2]=1.[CH3:26][S:27]([C:30]1[CH:35]=[CH:34][C:33]([S:36](Cl)(=[O:38])=[O:37])=[CH:32][CH:31]=1)(=[O:29])=[O:28]. The catalyst is CCCCCC.C(OCC)(=O)C. The product is [C:1]1([NH:7][C:8]([C:10]2[NH:11][C:12]3[C:17]([C:18]=2[C:19]2[CH:20]=[CH:21][CH:22]=[CH:23][CH:24]=2)=[CH:16][C:15]([NH:25][S:36]([C:33]2[CH:32]=[CH:31][C:30]([S:27]([CH3:26])(=[O:29])=[O:28])=[CH:35][CH:34]=2)(=[O:38])=[O:37])=[CH:14][CH:13]=3)=[O:9])[CH:6]=[CH:5][CH:4]=[CH:3][CH:2]=1. The yield is 0.510.